Dataset: Forward reaction prediction with 1.9M reactions from USPTO patents (1976-2016). Task: Predict the product of the given reaction. Given the reactants N1C=CC=CC=1.[NH2:7][C:8]1[CH:13]=[CH:12][CH:11]=[CH:10][C:9]=1[C:14]#[C:15][C:16]1[C:17]([O:26][CH3:27])=[CH:18][C:19]([O:24][CH3:25])=[C:20]([CH:23]=1)[CH:21]=[O:22].[C:28](Cl)(=[O:30])[CH3:29], predict the reaction product. The product is: [CH:21]([C:20]1[C:19]([O:24][CH3:25])=[CH:18][C:17]([O:26][CH3:27])=[C:16]([C:15]#[C:14][C:9]2[CH:10]=[CH:11][CH:12]=[CH:13][C:8]=2[NH:7][C:28](=[O:30])[CH3:29])[CH:23]=1)=[O:22].